This data is from Forward reaction prediction with 1.9M reactions from USPTO patents (1976-2016). The task is: Predict the product of the given reaction. (1) Given the reactants [Br:1][C:2]1[CH:7]=[CH:6][C:5]([CH:8]([CH:20]2[CH2:25][CH2:24][CH2:23][CH2:22][CH2:21]2)[CH2:9][C:10]([C:12]2[CH:13]=[N:14][C:15]([O:18]C)=[CH:16][CH:17]=2)=[O:11])=[CH:4][CH:3]=1.Cl, predict the reaction product. The product is: [Br:1][C:2]1[CH:3]=[CH:4][C:5]([CH:8]([CH:20]2[CH2:25][CH2:24][CH2:23][CH2:22][CH2:21]2)[CH2:9][C:10]([C:12]2[CH:17]=[CH:16][C:15](=[O:18])[NH:14][CH:13]=2)=[O:11])=[CH:6][CH:7]=1. (2) Given the reactants [OH:1][C:2]1([C:9]2[CH:14]=[CH:13][C:12]([C:15]3[CH2:19][C:18]([C:24]4[CH:29]=[C:28]([Cl:30])[C:27]([Cl:31])=[C:26]([Cl:32])[CH:25]=4)([C:20]([F:23])([F:22])[F:21])[O:17][N:16]=3)=[CH:11][CH:10]=2)[CH2:5][CH:4]([C:6](O)=[O:7])[CH2:3]1.C1C=CC2N(O)N=NC=2C=1.CCN(C(C)C)C(C)C.Cl.Cl.[F:54][C:55]([F:59])([F:58])[CH2:56][NH2:57], predict the reaction product. The product is: [F:54][C:55]([F:59])([F:58])[CH2:56][NH:57][C:6]([CH:4]1[CH2:5][C:2]([OH:1])([C:9]2[CH:14]=[CH:13][C:12]([C:15]3[CH2:19][C:18]([C:24]4[CH:25]=[C:26]([Cl:32])[C:27]([Cl:31])=[C:28]([Cl:30])[CH:29]=4)([C:20]([F:21])([F:22])[F:23])[O:17][N:16]=3)=[CH:11][CH:10]=2)[CH2:3]1)=[O:7]. (3) The product is: [C:1]([C:3]1[CH:4]=[C:5]([C:13]2[O:17][N:16]=[C:15]([C:18]3[C:28]4[O:27][CH2:26][CH2:25][N:24]([C:29]([O:31][C:32]([CH3:33])([CH3:34])[CH3:35])=[O:30])[CH:23]([CH2:36][CH2:37][C:38]([OH:40])=[O:39])[C:22]=4[CH:21]=[CH:20][CH:19]=3)[N:14]=2)[CH:6]=[CH:7][C:8]=1[O:9][CH:10]([CH3:12])[CH3:11])#[N:2]. Given the reactants [C:1]([C:3]1[CH:4]=[C:5]([C:13]2[O:17][N:16]=[C:15]([C:18]3[C:28]4[O:27][CH2:26][CH2:25][N:24]([C:29]([O:31][C:32]([CH3:35])([CH3:34])[CH3:33])=[O:30])[CH:23]([CH2:36][CH2:37][C:38]([O:40]C)=[O:39])[C:22]=4[CH:21]=[CH:20][CH:19]=3)[N:14]=2)[CH:6]=[CH:7][C:8]=1[O:9][CH:10]([CH3:12])[CH3:11])#[N:2].[OH-].[Na+], predict the reaction product. (4) Given the reactants [C:1]([O:5][C:6]([NH:8][CH2:9][CH2:10][O:11][C:12]1[CH:13]=[C:14]([CH:17]=[CH:18][C:19]=1I)[C:15]#[N:16])=[O:7])([CH3:4])([CH3:3])[CH3:2].[C:21]([O:25][CH2:26][CH3:27])(=[O:24])[CH:22]=[CH2:23].C(N(CC)CC)C.C(OCC)(=O)C, predict the reaction product. The product is: [C:1]([O:5][C:6]([NH:8][CH2:9][CH2:10][O:11][C:12]1[CH:13]=[C:14]([C:15]#[N:16])[CH:17]=[CH:18][C:19]=1[CH:23]=[CH:22][C:21]([O:25][CH2:26][CH3:27])=[O:24])=[O:7])([CH3:4])([CH3:3])[CH3:2]. (5) Given the reactants [Cl:1][C:2]1[CH:7]=[CH:6][C:5]([C:8]2[C:14]3[CH:15]=[C:16]([O:19][CH2:20][C:21]([O:23]CC)=[O:22])[CH:17]=[CH:18][C:13]=3[N:12]3[C:26]([CH3:29])=[N:27][N:28]=[C:11]3[C@H:10]([CH2:30][C:31]([NH:33][CH2:34][CH3:35])=[O:32])[N:9]=2)=[CH:4][CH:3]=1.[Li+].[OH-].C(O)(=O)CC(CC(O)=O)(C(O)=O)O, predict the reaction product. The product is: [Cl:1][C:2]1[CH:3]=[CH:4][C:5]([C:8]2[C:14]3[CH:15]=[C:16]([O:19][CH2:20][C:21]([OH:23])=[O:22])[CH:17]=[CH:18][C:13]=3[N:12]3[C:26]([CH3:29])=[N:27][N:28]=[C:11]3[C@H:10]([CH2:30][C:31]([NH:33][CH2:34][CH3:35])=[O:32])[N:9]=2)=[CH:6][CH:7]=1.